Dataset: Full USPTO retrosynthesis dataset with 1.9M reactions from patents (1976-2016). Task: Predict the reactants needed to synthesize the given product. (1) Given the product [I:1][C:2]1[CH:10]=[C:6]([C:7]([O:9][CH2:15][CH3:16])=[O:8])[C:5]([OH:11])=[CH:4][CH:3]=1, predict the reactants needed to synthesize it. The reactants are: [I:1][C:2]1[CH:10]=[C:6]([C:7]([OH:9])=[O:8])[C:5]([OH:11])=[CH:4][CH:3]=1.Cl.CN(C)[CH2:15][CH2:16]CN=C=N.O.ON1C2C=CC=CC=2N=N1.C(O)C. (2) Given the product [NH2:24][C:7]1[C:6]([F:27])=[CH:5][C:4]([CH:1]2[CH2:3][CH2:2]2)=[CH:9][C:8]=1[NH:10][CH:11]1[CH2:16][CH2:15][N:14]([C:17]([O:19][C:20]([CH3:23])([CH3:22])[CH3:21])=[O:18])[CH2:13][CH2:12]1, predict the reactants needed to synthesize it. The reactants are: [CH:1]1([C:4]2[CH:5]=[C:6]([F:27])[C:7]([N+:24]([O-])=O)=[C:8]([NH:10][CH:11]3[CH2:16][CH2:15][N:14]([C:17]([O:19][C:20]([CH3:23])([CH3:22])[CH3:21])=[O:18])[CH2:13][CH2:12]3)[CH:9]=2)[CH2:3][CH2:2]1. (3) Given the product [Si:34]([O:33][C@H:25]([C:26]1[CH:31]=[CH:30][C:29]([F:32])=[CH:28][CH:27]=1)[CH2:24][CH2:23][C@H:22]1[C:21](=[O:41])[N:20]([C:42]2[CH:47]=[CH:46][CH:45]=[CH:44][CH:43]=2)[C@@H:19]1[C:16]1[CH:15]=[CH:14][C:13]([C:9]2[CH:8]=[CH:7][CH:12]=[C:11]([P:50](=[O:55])([O:53][CH3:54])[O:51][CH3:52])[CH:10]=2)=[CH:18][CH:17]=1)([C:37]([CH3:40])([CH3:39])[CH3:38])([CH3:36])[CH3:35], predict the reactants needed to synthesize it. The reactants are: FC(F)(F)S(O[C:7]1[CH:8]=[C:9]([C:13]2[CH:18]=[CH:17][C:16]([C@@H:19]3[C@@H:22]([CH2:23][CH2:24][C@H:25]([O:33][Si:34]([C:37]([CH3:40])([CH3:39])[CH3:38])([CH3:36])[CH3:35])[C:26]4[CH:31]=[CH:30][C:29]([F:32])=[CH:28][CH:27]=4)[C:21](=[O:41])[N:20]3[C:42]3[CH:47]=[CH:46][CH:45]=[CH:44][CH:43]=3)=[CH:15][CH:14]=2)[CH:10]=[CH:11][CH:12]=1)(=O)=O.[P:50]([O-:55])([O:53][CH3:54])[O:51][CH3:52].C(N(CC)CC)C. (4) Given the product [CH2:22]([O:21][C:20]([NH:1][CH:2]([CH2:10][C:11]1[CH:16]=[CH:15][C:14]([OH:17])=[C:13]([O:18][CH3:19])[CH:12]=1)[C:3]([O:5][C:6]([CH3:7])([CH3:9])[CH3:8])=[O:4])=[O:29])[C:23]1[CH:28]=[CH:27][CH:26]=[CH:25][CH:24]=1, predict the reactants needed to synthesize it. The reactants are: [NH2:1][CH:2]([CH2:10][C:11]1[CH:16]=[CH:15][C:14]([OH:17])=[C:13]([O:18][CH3:19])[CH:12]=1)[C:3]([O:5][C:6]([CH3:9])([CH3:8])[CH3:7])=[O:4].[C:20](Cl)(=[O:29])[O:21][CH2:22][C:23]1[CH:28]=[CH:27][CH:26]=[CH:25][CH:24]=1.